Dataset: Reaction yield outcomes from USPTO patents with 853,638 reactions. Task: Predict the reaction yield, written as a fraction of the theoretical maximum amount of product (1.0 means a 100% yield; for example, 0.34 means a 34% yield). (1) The reactants are [CH2:1]([O:8][C:9]1[CH:17]=[C:16]([O:18][CH2:19][C:20]2[CH:25]=[CH:24][CH:23]=[CH:22][CH:21]=2)[C:15]([C:26]([CH3:28])=[CH2:27])=[CH:14][C:10]=1[C:11](O)=[O:12])[C:2]1[CH:7]=[CH:6][CH:5]=[CH:4][CH:3]=1.Cl.C(N=C=N)C.ON1C2C=CC=CC=2N=N1.Cl.Cl.[CH2:47]1[C:55]2[C:50](=[CH:51][C:52]([C:56]3([OH:63])[CH2:61][CH2:60][N:59]([CH3:62])[CH2:58][CH2:57]3)=[CH:53][CH:54]=2)[CH2:49][NH:48]1.C(N(CC)CC)C. The catalyst is CN(C=O)C. The product is [CH2:1]([O:8][C:9]1[CH:17]=[C:16]([O:18][CH2:19][C:20]2[CH:21]=[CH:22][CH:23]=[CH:24][CH:25]=2)[C:15]([C:26]([CH3:28])=[CH2:27])=[CH:14][C:10]=1[C:11]([N:48]1[CH2:49][C:50]2[C:55](=[CH:54][CH:53]=[C:52]([C:56]3([OH:63])[CH2:61][CH2:60][N:59]([CH3:62])[CH2:58][CH2:57]3)[CH:51]=2)[CH2:47]1)=[O:12])[C:2]1[CH:3]=[CH:4][CH:5]=[CH:6][CH:7]=1. The yield is 0.690. (2) The reactants are [O:1]=[C:2]1[C:11]2[CH:10]=[CH:9][CH:8]=[C:7]3[NH:12][CH:13]([C:21]4[CH:28]=[CH:27][C:24]([CH:25]=O)=[CH:23][CH:22]=4)[CH:14]([C:15]4[CH:20]=[CH:19][CH:18]=[CH:17][CH:16]=4)[C:5]([C:6]=23)=[N:4][NH:3]1.[CH3:29][N:30]1[CH2:35][CH2:34][NH:33][CH2:32][CH2:31]1.C(O)(=O)C.C(O[BH-](OC(=O)C)OC(=O)C)(=O)C.[Na+]. The catalyst is CO. The product is [CH3:29][N:30]1[CH2:35][CH2:34][N:33]([CH2:25][C:24]2[CH:27]=[CH:28][C:21]([CH:13]3[NH:12][C:7]4[C:6]5[C:5](=[N:4][NH:3][C:2](=[O:1])[C:11]=5[CH:10]=[CH:9][CH:8]=4)[CH:14]3[C:15]3[CH:16]=[CH:17][CH:18]=[CH:19][CH:20]=3)=[CH:22][CH:23]=2)[CH2:32][CH2:31]1. The yield is 0.190. (3) The reactants are [Br:1][C:2]1[C:3](=[O:20])[O:4][C:5]2[C:10]([C:11]=1[CH3:12])=[CH:9][C:8]([O:13][CH:14]1[CH2:19][CH2:18][CH2:17][CH2:16][O:15]1)=[CH:7][CH:6]=2.[H-].C([Al+]CC(C)C)C(C)C. The catalyst is C1(C)C=CC=CC=1. The product is [Br:1][C:2]1[CH:3]([OH:20])[O:4][C:5]2[C:10]([C:11]=1[CH3:12])=[CH:9][C:8]([O:13][CH:14]1[CH2:19][CH2:18][CH2:17][CH2:16][O:15]1)=[CH:7][CH:6]=2. The yield is 0.390. (4) The reactants are [C:1]([O:5][C:6](=[O:64])[CH:7]([NH:13][C:14](=[O:63])[CH2:15][CH2:16][CH:17]([C:56]([O:58][C:59]([CH3:62])([CH3:61])[CH3:60])=[O:57])[NH:18][C:19]([CH:21]1[CH2:26][CH2:25][CH:24]([CH2:27][NH:28][C:29](=[O:55])[CH2:30][CH2:31][CH2:32][CH2:33][CH2:34][CH2:35][CH2:36][CH2:37][CH2:38][CH2:39][CH2:40][CH2:41][CH2:42][CH2:43][CH2:44][CH2:45][CH2:46][CH2:47][C:48]([O:50][C:51]([CH3:54])([CH3:53])[CH3:52])=[O:49])[CH2:23][CH2:22]1)=[O:20])[CH2:8][CH2:9][C:10]([OH:12])=[O:11])([CH3:4])([CH3:3])[CH3:2].[B-](F)(F)(F)F.CN(C(O[N:78]1[C:83](=[O:84])[CH2:82][CH2:81][C:79]1=[O:80])=[N+](C)C)C.CCN(C(C)C)C(C)C. The catalyst is C1COCC1. The product is [O:80]=[C:79]1[CH2:81][CH2:82][C:83](=[O:84])[N:78]1[O:11][C:10](=[O:12])[CH2:9][CH2:8][CH:7]([NH:13][C:14](=[O:63])[CH2:15][CH2:16][CH:17]([C:56]([O:58][C:59]([CH3:62])([CH3:61])[CH3:60])=[O:57])[NH:18][C:19]([CH:21]1[CH2:26][CH2:25][CH:24]([CH2:27][NH:28][C:29](=[O:55])[CH2:30][CH2:31][CH2:32][CH2:33][CH2:34][CH2:35][CH2:36][CH2:37][CH2:38][CH2:39][CH2:40][CH2:41][CH2:42][CH2:43][CH2:44][CH2:45][CH2:46][CH2:47][C:48]([O:50][C:51]([CH3:52])([CH3:53])[CH3:54])=[O:49])[CH2:23][CH2:22]1)=[O:20])[C:6]([O:5][C:1]([CH3:2])([CH3:3])[CH3:4])=[O:64]. The yield is 0.870. (5) The reactants are [OH:1][CH2:2][C:3]1([C:18]2[CH:19]=[N:20][CH:21]=[CH:22][C:23]=2O)[C:11]2[C:6](=[CH:7][CH:8]=[CH:9][CH:10]=2)[N:5]([CH2:12][CH2:13][CH2:14][CH2:15][CH3:16])[C:4]1=[O:17].C1(P(C2C=CC=CC=2)C2C=CC=CC=2)C=CC=CC=1.N(C(OCC)=O)=NC(OCC)=O. The catalyst is O1CCCC1. The product is [CH2:12]([N:5]1[C:6]2[C:11](=[CH:10][CH:9]=[CH:8][CH:7]=2)[C:3]2([C:18]3[CH:19]=[N:20][CH:21]=[CH:22][C:23]=3[O:1][CH2:2]2)[C:4]1=[O:17])[CH2:13][CH2:14][CH2:15][CH3:16]. The yield is 0.710. (6) The catalyst is C(#N)C. The product is [F:49][C:45]1[C:43]2[N:44]=[C:40]([CH2:39][N:11]([CH:9]3[C:10]4[N:1]=[CH:2][CH:3]=[CH:4][C:5]=4[CH2:6][CH2:7][CH2:8]3)[CH2:12][CH2:13][CH2:14][CH2:15][N:16]3[C:24](=[O:25])[C:23]4[C:18](=[CH:19][CH:20]=[CH:21][CH:22]=4)[C:17]3=[O:26])[NH:41][C:42]=2[CH:48]=[CH:47][CH:46]=1. The reactants are [N:1]1[C:10]2[CH:9]([NH:11][CH2:12][CH2:13][CH2:14][CH2:15][N:16]3[C:24](=[O:25])[C:23]4[C:18](=[CH:19][CH:20]=[CH:21][CH:22]=4)[C:17]3=[O:26])[CH2:8][CH2:7][CH2:6][C:5]=2[CH:4]=[CH:3][CH:2]=1.C(N(C(C)C)CC)(C)C.[I-].[K+].Cl[CH2:39][C:40]1[NH:44][C:43]2[C:45]([F:49])=[CH:46][CH:47]=[CH:48][C:42]=2[N:41]=1. The yield is 0.410. (7) The reactants are [F:1][C:2]1[CH:3]=[CH:4][C:5](B2OC(C)(C)C(C)(C)O2)=[C:6]([NH:8][C:9](=[O:14])[C:10]([CH3:13])([CH3:12])[CH3:11])[CH:7]=1.Br[C:25]1[CH:30]=[CH:29][CH:28]=[CH:27][N:26]=1.C([O-])([O-])=O.[K+].[K+].CCCCCC. The catalyst is C(#N)C.C1C=CC([P]([Pd]([P](C2C=CC=CC=2)(C2C=CC=CC=2)C2C=CC=CC=2)([P](C2C=CC=CC=2)(C2C=CC=CC=2)C2C=CC=CC=2)[P](C2C=CC=CC=2)(C2C=CC=CC=2)C2C=CC=CC=2)(C2C=CC=CC=2)C2C=CC=CC=2)=CC=1. The product is [F:1][C:2]1[CH:3]=[CH:4][C:5]([C:25]2[CH:30]=[CH:29][CH:28]=[CH:27][N:26]=2)=[C:6]([NH:8][C:9](=[O:14])[C:10]([CH3:11])([CH3:12])[CH3:13])[CH:7]=1. The yield is 0.960.